This data is from Forward reaction prediction with 1.9M reactions from USPTO patents (1976-2016). The task is: Predict the product of the given reaction. (1) Given the reactants P([O-])([O-])([O-])=O.[K+].[K+].[K+].P([O-])(O)(O)=O.[K+].P([O-])([O-])(O)=O.[K+].[K+].P([O-])([O-])([O-])=O.C1C=[N+]([C@H]2O[C@@H](COP(OP(OC[C@H]3O[C@@H](N4C5N=CN=C(N)C=5N=C4)[C@H](OP(O)(O)=O)[C@@H]3O)(O)=O)([O-])=O)[C@H](O)[C@@H]2O)C=C(C(N)=O)C=1.[Na][Na].[C:77]([O:81][C:82](=[O:90])[NH:83][C@H:84]([C:86](=[O:89])[CH2:87][Cl:88])[CH3:85])([CH3:80])([CH3:79])[CH3:78], predict the reaction product. The product is: [C:77]([O:81][C:82](=[O:90])[NH:83][C@H:84]([C@@H:86]([OH:89])[CH2:87][Cl:88])[CH3:85])([CH3:78])([CH3:79])[CH3:80]. (2) Given the reactants [Br:1][C:2]1[C:10]2[C:5](=[N:6][CH:7]=[CH:8][C:9]=2[C:11]2[NH:12][C:13](=O)[C:14]3[C:20]([CH:21]4[CH2:23][CH2:22]4)=[CH:19][N:18]=[CH:17][C:15]=3[N:16]=2)[NH:4][CH:3]=1.CCN(C(C)C)C(C)C.C(C1C=C(C(C)C)C=C(C(C)C)C=1S(Cl)(=O)=O)(C)C.[C:53]([O:57][C:58]([N:60]1[CH2:65][CH2:64][NH:63][CH2:62][CH2:61]1)=[O:59])([CH3:56])([CH3:55])[CH3:54], predict the reaction product. The product is: [Br:1][C:2]1[C:10]2[C:5](=[N:6][CH:7]=[CH:8][C:9]=2[C:11]2[N:12]=[C:13]([N:63]3[CH2:62][CH2:61][N:60]([C:58]([O:57][C:53]([CH3:56])([CH3:55])[CH3:54])=[O:59])[CH2:65][CH2:64]3)[C:14]3[C:20]([CH:21]4[CH2:23][CH2:22]4)=[CH:19][N:18]=[CH:17][C:15]=3[N:16]=2)[NH:4][CH:3]=1. (3) Given the reactants [C:1]([O:5][C:6]([N:8]([CH2:23][C:24]1[CH:33]=[C:32]2[C:27]([CH2:28][CH2:29][CH2:30][N:31]2[CH2:34][CH2:35][O:36][Si](C(C)(C)C)(C)C)=[CH:26][CH:25]=1)[C:9]1[CH:14]=[CH:13][C:12]([CH2:15][CH2:16][C:17]([O:19][CH2:20][CH3:21])=[O:18])=[C:11]([F:22])[CH:10]=1)=[O:7])([CH3:4])([CH3:3])[CH3:2], predict the reaction product. The product is: [C:1]([O:5][C:6]([N:8]([CH2:23][C:24]1[CH:33]=[C:32]2[C:27]([CH2:28][CH2:29][CH2:30][N:31]2[CH2:34][CH2:35][OH:36])=[CH:26][CH:25]=1)[C:9]1[CH:14]=[CH:13][C:12]([CH2:15][CH2:16][C:17]([O:19][CH2:20][CH3:21])=[O:18])=[C:11]([F:22])[CH:10]=1)=[O:7])([CH3:3])([CH3:4])[CH3:2]. (4) Given the reactants Cl[C:2]([O:4][C:5]1[CH:10]=[CH:9][C:8]([CH2:11][C:12]2[CH:17]=[CH:16][C:15]([C:18]([F:21])([F:20])[F:19])=[CH:14][CH:13]=2)=[CH:7][CH:6]=1)=[O:3].[S:22]1[CH:26]=[CH:25][C:24]([CH2:27][CH:28]2[CH2:33][CH2:32][NH:31][CH2:30][CH2:29]2)=[CH:23]1, predict the reaction product. The product is: [F:19][C:18]([F:21])([F:20])[C:15]1[CH:16]=[CH:17][C:12]([CH2:11][C:8]2[CH:9]=[CH:10][C:5]([O:4][C:2]([N:31]3[CH2:32][CH2:33][CH:28]([CH2:27][C:24]4[CH:25]=[CH:26][S:22][CH:23]=4)[CH2:29][CH2:30]3)=[O:3])=[CH:6][CH:7]=2)=[CH:13][CH:14]=1.